From a dataset of Reaction yield outcomes from USPTO patents with 853,638 reactions. Predict the reaction yield, written as a fraction of the theoretical maximum amount of product (1.0 means a 100% yield; for example, 0.34 means a 34% yield). The reactants are [Cl:1][C:2]1[N:7]=[CH:6][C:5]([S:8]([N:11]2[C:15]([C:16]3[CH:21]=[CH:20][CH:19]=[CH:18][CH:17]=3)=[CH:14][C:13]([CH:22]=O)=[CH:12]2)(=[O:10])=[O:9])=[CH:4][C:3]=1[CH3:24].[CH3:25][NH2:26].[BH4-].[Na+].[C:29](=[O:32])([O-])[OH:30].[Na+]. The catalyst is O1CCCC1.CO.O. The product is [C:3]([O:30][C:29](=[O:32])[N:26]([CH2:22][C:13]1[CH:14]=[C:15]([C:16]2[CH:21]=[CH:20][CH:19]=[CH:18][CH:17]=2)[N:11]([S:8]([C:5]2[CH:6]=[N:7][C:2]([Cl:1])=[C:3]([CH3:24])[CH:4]=2)(=[O:10])=[O:9])[CH:12]=1)[CH3:25])([CH3:24])([CH3:4])[CH3:2]. The yield is 0.770.